Dataset: Forward reaction prediction with 1.9M reactions from USPTO patents (1976-2016). Task: Predict the product of the given reaction. (1) Given the reactants [H-].[CH2:7]([Al+][CH2:7][CH:8]([CH3:10])[CH3:9])[CH:8]([CH3:10])[CH3:9].[Cl:11][C:12]1[CH:17]=[CH:16][C:15]([C@:18]2([O:36][C@H:35]([CH2:37][O:38][C:39](=[O:41])[CH3:40])[C@@H:30]([O:31][C:32](=[O:34])[CH3:33])[C@H:25]([O:26][C:27](=[O:29])[CH3:28])[C@H:20]2[O:21][C:22](=[O:24])[CH3:23])[OH:19])=[CH:14][C:13]=1[CH2:42][C:43]1[CH:48]=CC(OS(C(F)(F)F)(=O)=O)=C[CH:44]=1.[Zn](C)C, predict the reaction product. The product is: [Cl:11][C:12]1[CH:17]=[CH:16][C:15]([C@:18]2([O:36][C@H:35]([CH2:37][O:38][C:39](=[O:41])[CH3:40])[C@@H:30]([O:31][C:32](=[O:34])[CH3:33])[C@H:25]([O:26][C:27](=[O:29])[CH3:28])[C@H:20]2[O:21][C:22](=[O:24])[CH3:23])[OH:19])=[CH:14][C:13]=1[CH2:42][C:43]1[CH:48]=[CH:7][C:8]([CH3:9])=[CH:10][CH:44]=1. (2) Given the reactants Cl[C:2]1[S:3][C:4]2[CH:10]=[CH:9][C:8]([F:11])=[CH:7][C:5]=2[N:6]=1.[NH2:12][C:13]1[CH:18]=[CH:17][C:16]([C:19]2[CH:24]=[CH:23][C:22]([C:25]([C@@H:27]3[CH2:31][CH2:30][CH2:29][C@H:28]3[C:32]([O:34]C)=[O:33])=[O:26])=[CH:21][CH:20]=2)=[CH:15][CH:14]=1.Cl.O1CCOCC1, predict the reaction product. The product is: [F:11][C:8]1[CH:9]=[CH:10][C:4]2[S:3][C:2]([NH:12][C:13]3[CH:14]=[CH:15][C:16]([C:19]4[CH:24]=[CH:23][C:22]([C:25]([C@@H:27]5[CH2:31][CH2:30][CH2:29][C@H:28]5[C:32]([OH:34])=[O:33])=[O:26])=[CH:21][CH:20]=4)=[CH:17][CH:18]=3)=[N:6][C:5]=2[CH:7]=1. (3) Given the reactants Br[C:2]1[N:6]([CH2:7][C:8]2[CH:13]=[CH:12][C:11]([O:14][CH3:15])=[CH:10][CH:9]=2)[N:5]=[C:4]([O:16][CH3:17])[N:3]=1.[NH2:18][C:19]1[CH:26]=[CH:25][C:22]([C:23]#[N:24])=[C:21]([C:27]([F:30])([F:29])[F:28])[CH:20]=1.CC([O-])(C)C.[Na+], predict the reaction product. The product is: [CH3:17][O:16][C:4]1[N:3]=[C:2]([NH:18][C:19]2[CH:26]=[CH:25][C:22]([C:23]#[N:24])=[C:21]([C:27]([F:28])([F:29])[F:30])[CH:20]=2)[N:6]([CH2:7][C:8]2[CH:13]=[CH:12][C:11]([O:14][CH3:15])=[CH:10][CH:9]=2)[N:5]=1. (4) Given the reactants [Cl:1][C:2]1[CH:7]=[C:6](I)[CH:5]=[C:4]([Cl:9])[N:3]=1.[Li]CCCC.CON(C)[C:18](=[O:33])[CH2:19][CH:20]([C:27]1[CH:32]=[CH:31][CH:30]=[CH:29][CH:28]=1)[C:21]1[CH:26]=[CH:25][CH:24]=[CH:23][CH:22]=1.[NH4+].[Cl-], predict the reaction product. The product is: [Cl:1][C:2]1[CH:7]=[C:6]([C:18](=[O:33])[CH2:19][CH:20]([C:21]2[CH:26]=[CH:25][CH:24]=[CH:23][CH:22]=2)[C:27]2[CH:32]=[CH:31][CH:30]=[CH:29][CH:28]=2)[CH:5]=[C:4]([Cl:9])[N:3]=1. (5) Given the reactants [CH2:1]([O:3][C:4](=[O:31])[C:5]([O:22][C:23]1[CH:28]=[CH:27][C:26]([F:29])=[C:25]([F:30])[CH:24]=1)([CH3:21])[CH2:6][C:7]1[CH:12]=[CH:11][C:10]([O:13]CC2C=CC=CC=2)=[CH:9][CH:8]=1)[CH3:2], predict the reaction product. The product is: [CH2:1]([O:3][C:4](=[O:31])[C:5]([O:22][C:23]1[CH:28]=[CH:27][C:26]([F:29])=[C:25]([F:30])[CH:24]=1)([CH3:21])[CH2:6][C:7]1[CH:8]=[CH:9][C:10]([OH:13])=[CH:11][CH:12]=1)[CH3:2]. (6) Given the reactants [Br:1][C:2]1[CH:7]=[CH:6][C:5]([C:8]([CH3:11])([CH3:10])[CH3:9])=[CH:4][CH:3]=1.[N+:12]([O-])([OH:14])=[O:13].S(=O)(=O)(O)O, predict the reaction product. The product is: [Br:1][C:2]1[CH:7]=[CH:6][C:5]([C:8]([CH3:11])([CH3:10])[CH3:9])=[CH:4][C:3]=1[N+:12]([O-:14])=[O:13]. (7) Given the reactants [CH2:1]([O:3][CH:4]([O:7][CH2:8][CH3:9])[CH2:5][OH:6])[CH3:2].[H-].[Na+].[CH2:12]([O:14][CH:15]([O:18][CH2:19][CH3:20])[CH2:16]Br)[CH3:13].[I-].[K+], predict the reaction product. The product is: [CH2:1]([O:3][CH:4]([O:7][CH2:8][CH3:9])[CH2:5][O:6][CH2:16][CH:15]([O:18][CH2:19][CH3:20])[O:14][CH2:12][CH3:13])[CH3:2]. (8) Given the reactants Cl[C:2]1[N:31]=[C:30]([CH3:32])[CH:29]=[CH:28][C:3]=1[C:4]([NH:6][C:7]1[CH:12]=[CH:11][C:10]([N:13]2[CH2:18][CH2:17][N:16]([CH2:19][C:20]3[CH:25]=[CH:24][CH:23]=[C:22]([C:26]#[N:27])[CH:21]=3)[CH2:15][CH2:14]2)=[CH:9][CH:8]=1)=[O:5].C(OCC)(=O)C.O.[CH3:40][NH:41][CH3:42].O1CCCC1, predict the reaction product. The product is: [C:26]([C:22]1[CH:21]=[C:20]([CH:25]=[CH:24][CH:23]=1)[CH2:19][N:16]1[CH2:17][CH2:18][N:13]([C:10]2[CH:11]=[CH:12][C:7]([NH:6][C:4](=[O:5])[C:3]3[CH:28]=[CH:29][C:30]([CH3:32])=[N:31][C:2]=3[N:41]([CH3:42])[CH3:40])=[CH:8][CH:9]=2)[CH2:14][CH2:15]1)#[N:27].